The task is: Predict the product of the given reaction.. This data is from Forward reaction prediction with 1.9M reactions from USPTO patents (1976-2016). The product is: [CH3:13][O:14][C:15]1[CH:16]=[C:17]([CH:20]=[CH:21][CH:22]=1)[CH2:18][NH:19][C:10]([C:6]1[C:5]2[CH:4]=[CH:33][NH:31][C:30]=2[CH:29]=[CH:28][CH:7]=1)=[O:11]. Given the reactants N1C2[C:4](=[CH:5][C:6]([C:10](O)=[O:11])=[CH:7]C=2)C=C1.[CH3:13][O:14][C:15]1[CH:16]=[C:17]([CH:20]=[CH:21][CH:22]=1)[CH2:18][NH2:19].CCN=C=N[CH2:28][CH2:29][CH2:30][N:31]([CH3:33])C.Cl, predict the reaction product.